The task is: Predict the reactants needed to synthesize the given product.. This data is from Full USPTO retrosynthesis dataset with 1.9M reactions from patents (1976-2016). (1) Given the product [CH:49]1([C:52]2[CH:57]=[CH:56][N:55]=[CH:54][C:53]=2[N:58]2[CH2:62][CH2:61][N:60]([C:65]3[N:70]=[C:69]([C:71]([F:74])([F:73])[F:72])[CH:68]=[CH:67][N:66]=3)[C:59]2=[O:63])[CH2:51][CH2:50]1, predict the reactants needed to synthesize it. The reactants are: CC1(C)C2C(=C(P(C3C=CC=CC=3)C3C=CC=CC=3)C=CC=2)OC2C(P(C3C=CC=CC=3)C3C=CC=CC=3)=CC=CC1=2.C(=O)([O-])[O-].[Cs+].[Cs+].[CH:49]1([C:52]2[CH:57]=[CH:56][N:55]=[CH:54][C:53]=2[N:58]2[CH2:62][CH2:61][NH:60][C:59]2=[O:63])[CH2:51][CH2:50]1.Cl[C:65]1[N:70]=[C:69]([C:71]([F:74])([F:73])[F:72])[CH:68]=[CH:67][N:66]=1. (2) Given the product [O:19]=[C:10]1[C:11]2[C:16](=[CH:15][CH:14]=[CH:13][CH:12]=2)[C:17](=[O:18])[N:9]1[CH2:8][C:5]1[N:6]=[CH:7][C:2]([B:23]([OH:24])[OH:22])=[CH:3][CH:4]=1, predict the reactants needed to synthesize it. The reactants are: Br[C:2]1[CH:3]=[CH:4][C:5]([CH2:8][N:9]2[C:17](=[O:18])[C:16]3[C:11](=[CH:12][CH:13]=[CH:14][CH:15]=3)[C:10]2=[O:19])=[N:6][CH:7]=1.CC1(C)C(C)(C)[O:24][B:23](B2OC(C)(C)C(C)(C)O2)[O:22]1.C([O-])(=O)C.[K+]. (3) Given the product [Cl:25][C:19]1[CH:20]=[C:21]([Cl:24])[CH:22]=[CH:23][C:18]=1[O:17][CH2:16][C@@H:15]([OH:26])[CH2:14][O:13][C:9]1[CH:8]=[C:7]([CH2:6][C@H:5]([O:27][CH:28]([CH3:29])[CH3:30])[C:4]([OH:31])=[O:3])[CH:12]=[CH:11][CH:10]=1, predict the reactants needed to synthesize it. The reactants are: C([O:3][C:4](=[O:31])[C@@H:5]([O:27][CH:28]([CH3:30])[CH3:29])[CH2:6][C:7]1[CH:12]=[CH:11][CH:10]=[C:9]([O:13][CH2:14][C@H:15]([OH:26])[CH2:16][O:17][C:18]2[CH:23]=[CH:22][C:21]([Cl:24])=[CH:20][C:19]=2[Cl:25])[CH:8]=1)C.[OH-].[Na+].Cl. (4) Given the product [Cl:33][C:10]1[C:9]([O:8][CH2:7][C:1]2[CH:2]=[CH:3][CH:4]=[CH:5][CH:6]=2)=[CH:17][CH:16]=[C:15]2[C:11]=1[CH:12]=[C:13]([CH2:27][CH2:28][CH3:29])[N:14]2[S:18]([C:21]1[CH:26]=[CH:25][CH:24]=[CH:23][CH:22]=1)(=[O:20])=[O:19], predict the reactants needed to synthesize it. The reactants are: [C:1]1([CH2:7][O:8][C:9]2[CH:10]=[C:11]3[C:15](=[CH:16][CH:17]=2)[N:14]([S:18]([C:21]2[CH:26]=[CH:25][CH:24]=[CH:23][CH:22]=2)(=[O:20])=[O:19])[C:13]([CH2:27][CH2:28][CH3:29])=[CH:12]3)[CH:6]=[CH:5][CH:4]=[CH:3][CH:2]=1.S(Cl)([Cl:33])(=O)=O. (5) Given the product [F:21][C:22]([F:27])([F:26])[C:23]([OH:25])=[O:24].[CH2:18]([O:17][C:15]([CH:9]1[CH2:10][C:11]([F:14])([F:13])[CH2:12][NH:8]1)=[O:16])[CH:19]=[CH2:20], predict the reactants needed to synthesize it. The reactants are: C(OC([N:8]1[CH2:12][C:11]([F:14])([F:13])[CH2:10][CH:9]1[C:15]([O:17][CH2:18][CH:19]=[CH2:20])=[O:16])=O)(C)(C)C.[F:21][C:22]([F:27])([F:26])[C:23]([OH:25])=[O:24]. (6) Given the product [CH3:17][O:18][CH2:19][C:20]1[N:2]=[C:1]([C:3]2[CH:4]=[CH:5][C:6]3[N:7]([C:9]([C:12]([OH:14])=[O:13])=[CH:10][N:11]=3)[CH:8]=2)[NH:23][N:22]=1, predict the reactants needed to synthesize it. The reactants are: [C:1]([C:3]1[CH:4]=[CH:5][C:6]2[N:7]([C:9]([C:12]([O:14]CC)=[O:13])=[CH:10][N:11]=2)[CH:8]=1)#[N:2].[CH3:17][O:18][CH2:19][C:20]([NH:22][NH2:23])=O.C[O-].[Na+].